From a dataset of Reaction yield outcomes from USPTO patents with 853,638 reactions. Predict the reaction yield, written as a fraction of the theoretical maximum amount of product (1.0 means a 100% yield; for example, 0.34 means a 34% yield). The reactants are [C:1]([O:5][C:6]([N:8]1[CH2:22][CH2:21][C:11]2[N:12]([CH3:20])[C:13]3[CH:14]=[C:15](Br)[CH:16]=[CH:17][C:18]=3[C:10]=2[CH2:9]1)=[O:7])([CH3:4])([CH3:3])[CH3:2].[CH3:23][O:24][C:25]1[CH:30]=[CH:29][C:28]([C:31]2[CH:36]=[CH:35][NH:34][C:33](=[O:37])[CH:32]=2)=[C:27]([CH3:38])[CH:26]=1.C([O-])([O-])=O.[Cs+].[Cs+].OC1C=CC=C2C=1N=CC=C2. The catalyst is CS(C)=O.[Cu](I)I. The product is [CH3:23][O:24][C:25]1[CH:30]=[CH:29][C:28]([C:31]2[CH:36]=[CH:35][N:34]([C:15]3[CH:16]=[CH:17][C:18]4[C:10]5[CH2:9][N:8]([C:6]([O:5][C:1]([CH3:4])([CH3:3])[CH3:2])=[O:7])[CH2:22][CH2:21][C:11]=5[N:12]([CH3:20])[C:13]=4[CH:14]=3)[C:33](=[O:37])[CH:32]=2)=[C:27]([CH3:38])[CH:26]=1. The yield is 0.520.